The task is: Predict the reactants needed to synthesize the given product.. This data is from Retrosynthesis with 50K atom-mapped reactions and 10 reaction types from USPTO. (1) Given the product CCCCN1CC[C@]2(c3cccc(OC)c3)CC(=O)CC[C@H]2C1, predict the reactants needed to synthesize it. The reactants are: CCCCBr.COc1cccc([C@]23CCNC[C@@H]2CCC(=O)C3)c1. (2) Given the product COC(=O)c1cnc(Oc2ccc(Cl)c(C(C)C(O)(c3ccnc(Cl)c3)C(F)(F)F)c2)cn1, predict the reactants needed to synthesize it. The reactants are: CC(c1cc(O)ccc1Cl)C(O)(c1ccnc(Cl)c1)C(F)(F)F.COC(=O)c1cnc(Cl)cn1.